From a dataset of Full USPTO retrosynthesis dataset with 1.9M reactions from patents (1976-2016). Predict the reactants needed to synthesize the given product. Given the product [Cl:38][C:39]1[CH:40]=[C:41]([C@H:45]([O:46][CH2:47][CH2:48][NH:49][C:50]([O:51][CH3:52])=[O:53])[C@@H:54]2[CH2:59][CH2:58][CH2:57][N:56]([C:9]([O:11][CH2:12][C@@H:13]([NH:21][C:22]([O:23][C:24]([CH3:25])([CH3:26])[CH3:27])=[O:28])[CH2:14][C@H:15]3[CH2:20][CH2:19][CH2:18][O:17][CH2:16]3)=[O:10])[CH2:55]2)[CH:42]=[CH:43][CH:44]=1, predict the reactants needed to synthesize it. The reactants are: [N+](C1C=CC(O[C:9]([O:11][CH2:12][C@@H:13]([NH:21][C:22](=[O:28])[O:23][C:24]([CH3:27])([CH3:26])[CH3:25])[CH2:14][C@H:15]2[CH2:20][CH2:19][CH2:18][O:17][CH2:16]2)=[O:10])=CC=1)([O-])=O.OC(C(F)(F)F)=O.[Cl:38][C:39]1[CH:40]=[C:41]([C@@H:45]([C@@H:54]2[CH2:59][CH2:58][CH2:57][NH:56][CH2:55]2)[O:46][CH2:47][CH2:48][NH:49][C:50](=[O:53])[O:51][CH3:52])[CH:42]=[CH:43][CH:44]=1.